From a dataset of Catalyst prediction with 721,799 reactions and 888 catalyst types from USPTO. Predict which catalyst facilitates the given reaction. (1) Reactant: [C:1]1([C:7]2[CH:8]=[N:9][CH:10]=[C:11]([CH:15]=2)[C:12]([OH:14])=[O:13])[CH:6]=[CH:5][CH:4]=[CH:3][CH:2]=1.C1C=C(Cl)C=C(C(OO)=[O:24])C=1. Product: [C:1]1([C:7]2[CH:8]=[N+:9]([O-:24])[CH:10]=[C:11]([CH:15]=2)[C:12]([OH:14])=[O:13])[CH:2]=[CH:3][CH:4]=[CH:5][CH:6]=1. The catalyst class is: 68. (2) Reactant: C([N:8]1[CH2:13][CH2:12][C@@H:11]2[O:14][CH2:15][C:16]3[C:17]([Cl:23])=[C:18]([Cl:22])[CH:19]=[CH:20][C:21]=3[C@H:10]2[CH2:9]1)C1C=CC=CC=1.ClC(OC(Cl)C)=O.CO. Product: [Cl:23][C:17]1[C:16]2[CH2:15][O:14][C@H:11]3[CH2:12][CH2:13][NH:8][CH2:9][C@@H:10]3[C:21]=2[CH:20]=[CH:19][C:18]=1[Cl:22]. The catalyst class is: 11. (3) Reactant: [CH3:1][C:2]1[CH:6]=[C:5]([NH2:7])[O:4][N:3]=1.N1C=CC=CC=1.Cl[C:15]([O:17][CH2:18][C:19]([Cl:22])([Cl:21])[Cl:20])=[O:16].O. Product: [CH3:1][C:2]1[CH:6]=[C:5]([NH:7][C:15](=[O:16])[O:17][CH2:18][C:19]([Cl:22])([Cl:21])[Cl:20])[O:4][N:3]=1. The catalyst class is: 7.